This data is from Experimentally validated miRNA-target interactions with 360,000+ pairs, plus equal number of negative samples. The task is: Binary Classification. Given a miRNA mature sequence and a target amino acid sequence, predict their likelihood of interaction. (1) The miRNA is hsa-miR-3617-3p with sequence CAUCAGCACCCUAUGUCCUUUCU. The protein sequence of the target gene is MGDMKTPDFDDLLAAFDIPDIDANEAIHSGPEENEGPGGPGKPEPGVGSESEDTAAASAGDGPGVPAQASDHGLPPPDISVVSVIVKNTVCPEQSEALAGGSAGDGAQAAGVTKEGPVGPHRMQNGFGSPEPSLPGTPHSPAPPSGGTWKEKGMEGKTPLDLFAHFGPEPGDHSDPLPPSAPSPTREGALTPPPFPSSFELAQENGPGMQPPVSSPPLGALKQESCSPHHPQVLAQQGSGSSPKATDIPASASPPPVAGVPFFKQSPGHQSPLASPKVPVCQPLKEEDDDEGPVDKSSPG.... Result: 0 (no interaction). (2) The miRNA is hsa-miR-4310 with sequence GCAGCAUUCAUGUCCC. The protein sequence of the target gene is MEGPAEWGPEAALGPEAVLRFLAERGGRALHAELVQHFRGALGGEPEQRARARAHFKELVNAVATVRVDPADGAKYVHLKKRFCEGPSEPSGDPPRIQVTAEPEAPDGPAGPEARDRLPDAAAPESLPGQGRELGEGEPPAPAHWPPLSAGARRKNSRRDVQPLPRTPAPGPSEDLELPPHGCEEADRGSSLVGATAQRPARQNLRDLVMGSSPQLKRSVCPGGSSPGSSSGGGRGRGGGDSDSASVASSSAEEESSGGGSVTLDPLEHAWMLSASDGKWDSLEGLLTCEPGLLVKRDFI.... Result: 1 (interaction). (3) The miRNA is hsa-miR-6801-5p with sequence UGGUCAGAGGCAGCAGGAAAUGA. The protein sequence of the target gene is MAAAAAAVVGWLGWVLAAFCLGSTAGEAAPAPGAGLLNFCTEEDSAPGAGSLRGRAAPEATLCLRLFCSGLANSSWTWVAAEGAGCPEGGRATEPEEAAAPTGEWRALLRLRAEAGHPRSALLAVRVEPGGGAAEEAAPPWALGLGAAGLLALAAVARGLQLSALALAPAEVQVLRESGSEAERAAARRLEPARRWAGCALGALLLLASLAQAALAVLLYGAAGQRAVPAVLGCAGLVFLVGEVLPAAVSGRWALALAPRALGLSRLAVLLTLPVALPVGQLLELAARPGRLRERVLELA.... Result: 0 (no interaction).